Dataset: Drug-target binding data from BindingDB using Ki measurements. Task: Regression. Given a target protein amino acid sequence and a drug SMILES string, predict the binding affinity score between them. We predict pKi (pKi = -log10(Ki in M); higher means stronger inhibition). Dataset: bindingdb_ki. The drug is Cc1ccc(NC(=O)Nc2cccnc2Sc2ccccc2C(C)(C)C)cc1. The target protein (Q15391) has sequence MINSTSTQPPDESCSQNLLITQQIIPVLYCMVFIAGILLNGVSGWIFFYVPSSKSFIIYLKNIVIADFVMSLTFPFKILGDSGLGPWQLNVFVCRVSAVLFYVNMYVSIVFFGLISFDRYYKIVKPLWTSFIQSVSYSKLLSVIVWMLMLLLAVPNIILTNQSVREVTQIKCIELKSELGRKWHKASNYIFVAIFWIVFLLLIVFYTAITKKIFKSHLKSSRNSTSVKKKSSRNIFSIVFVFFVCFVPYHIARIPYTKSQTEAHYSCQSKEILRYMKEFTLLLSAANVCLDPIIYFFLCQPFREILCKKLHIPLKAQNDLDISRIKRGNTTLESTDTL. The pKi is 5.6.